From a dataset of Reaction yield outcomes from USPTO patents with 853,638 reactions. Predict the reaction yield, written as a fraction of the theoretical maximum amount of product (1.0 means a 100% yield; for example, 0.34 means a 34% yield). (1) The reactants are [CH2:1]([Li])[CH2:2][CH2:3][CH3:4].CCCCCC.[Cl:12][C:13]1[CH:18]=[CH:17][C:16]([S:19]([CH2:22][C:23]2[CH:28]=[CH:27][N:26]=[CH:25][CH:24]=2)(=[O:21])=[O:20])=[CH:15][CH:14]=1.ICCCC. The catalyst is O.O1CCCC1. The yield is 0.630. The product is [Cl:12][C:13]1[CH:14]=[CH:15][C:16]([S:19]([CH:22]([C:23]2[CH:24]=[CH:25][N:26]=[CH:27][CH:28]=2)[CH2:1][CH2:2][CH2:3][CH3:4])(=[O:20])=[O:21])=[CH:17][CH:18]=1. (2) The reactants are [C:1]([O:5][C:6](=[O:20])[NH:7][CH2:8][CH2:9][NH:10][C:11]1[CH:16]=[CH:15][CH:14]=[CH:13][C:12]=1[N+:17]([O-])=O)([CH3:4])([CH3:3])[CH3:2].NN.[O-]S([O-])(=O)=O.[Mg+2]. The catalyst is CO.[Ni]. The product is [C:1]([O:5][C:6](=[O:20])[NH:7][CH2:8][CH2:9][NH:10][C:11]1[CH:16]=[CH:15][CH:14]=[CH:13][C:12]=1[NH2:17])([CH3:4])([CH3:2])[CH3:3]. The yield is 0.720. (3) The reactants are [F:1][C:2]1[CH:3]=[C:4]2[C:8](=[CH:9][CH:10]=1)[NH:7][C:6](=[O:11])/[C:5]/2=[CH:12]\[C:13]1[NH:21][C:20]2[CH2:19][CH2:18][N:17]([CH2:22][C@H:23]([OH:31])[CH2:24][N:25]3[CH2:30][CH2:29][O:28][CH2:27][CH2:26]3)[C:16](=[O:32])[C:15]=2[C:14]=1[CH3:33].[C:34]([OH:41])(=[O:40])/[CH:35]=[CH:36]\[C:37]([OH:39])=[O:38]. The catalyst is CO. The product is [C:34]([OH:41])(=[O:40])/[CH:35]=[CH:36]\[C:37]([OH:39])=[O:38].[F:1][C:2]1[CH:3]=[C:4]2[C:8](=[CH:9][CH:10]=1)[NH:7][C:6](=[O:11])/[C:5]/2=[CH:12]\[C:13]1[NH:21][C:20]2[CH2:19][CH2:18][N:17]([CH2:22][C@H:23]([OH:31])[CH2:24][N:25]3[CH2:26][CH2:27][O:28][CH2:29][CH2:30]3)[C:16](=[O:32])[C:15]=2[C:14]=1[CH3:33]. The yield is 0.911. (4) The reactants are [CH3:13][C:12]([O:11][C:9](O[C:9]([O:11][C:12]([CH3:15])([CH3:14])[CH3:13])=[O:10])=[O:10])([CH3:15])[CH3:14].Cl.NC(N)=N.[NH2:21][C:22]1[CH:27]=[CH:26][CH:25]=[CH:24][CH:23]=1. The catalyst is CCO. The product is [C:22]1([NH:21][C:9](=[O:10])[O:11][C:12]([CH3:13])([CH3:14])[CH3:15])[CH:27]=[CH:26][CH:25]=[CH:24][CH:23]=1. The yield is 1.00. (5) The reactants are [C:8](O[C:8]([C:10]([F:13])([F:12])[F:11])=[O:9])([C:10]([F:13])([F:12])[F:11])=[O:9].[C:14]1([C@@H:20]([NH2:23])[CH2:21][CH3:22])[CH:19]=[CH:18][CH:17]=[CH:16][CH:15]=1.[Br:24]N1C(C)(C)C(=O)N(Br)C1=O. The catalyst is C(Cl)Cl. The product is [Br:24][C:17]1[CH:18]=[CH:19][C:14]([C@@H:20]([NH:23][C:8](=[O:9])[C:10]([F:11])([F:12])[F:13])[CH2:21][CH3:22])=[CH:15][CH:16]=1. The yield is 0.790. (6) The reactants are [OH:1][CH2:2][C:3]1[N:4]([C:8]2[CH:12]=[CH:11][N:10]([S:13]([C:16]3[CH:22]=[CH:21][C:19]([CH3:20])=[CH:18][CH:17]=3)(=[O:15])=[O:14])[C:9]=2[CH:23]=[O:24])[CH:5]=[CH:6][CH:7]=1.N1C=CN=C1.[CH3:30][C:31]([Si:34](Cl)([CH3:36])[CH3:35])([CH3:33])[CH3:32]. The catalyst is C(Cl)Cl. The product is [Si:34]([O:1][CH2:2][C:3]1[N:4]([C:8]2[CH:12]=[CH:11][N:10]([S:13]([C:16]3[CH:22]=[CH:21][C:19]([CH3:20])=[CH:18][CH:17]=3)(=[O:15])=[O:14])[C:9]=2[CH:23]=[O:24])[CH:5]=[CH:6][CH:7]=1)([C:31]([CH3:33])([CH3:32])[CH3:30])([CH3:36])[CH3:35]. The yield is 0.700. (7) The reactants are C(C1C=CC(C(NC2C=CC(C3SC(CCC(O)=O)=NC=3)=CC=2)=O)=CC=1)(C)(C)C.[CH:30]1[C:39]2[C:34](=[CH:35][CH:36]=[CH:37][CH:38]=2)[CH:33]=[CH:32][C:31]=1[C:40]([NH:42][C:43]1[CH:48]=[CH:47][C:46]([C:49]2[S:53][C:52]([CH2:54][CH2:55][C:56]([O:58]C)=[O:57])=[N:51][CH:50]=2)=[CH:45][CH:44]=1)=[O:41]. No catalyst specified. The product is [CH:30]1[C:39]2[C:34](=[CH:35][CH:36]=[CH:37][CH:38]=2)[CH:33]=[CH:32][C:31]=1[C:40]([NH:42][C:43]1[CH:44]=[CH:45][C:46]([C:49]2[S:53][C:52]([CH2:54][CH2:55][C:56]([OH:58])=[O:57])=[N:51][CH:50]=2)=[CH:47][CH:48]=1)=[O:41]. The yield is 0.640.